This data is from Full USPTO retrosynthesis dataset with 1.9M reactions from patents (1976-2016). The task is: Predict the reactants needed to synthesize the given product. (1) Given the product [CH:3]1([C@H:2]([OH:9])[CH3:1])[CH2:8][CH2:7][CH2:6][CH2:5][CH2:4]1, predict the reactants needed to synthesize it. The reactants are: [CH3:1][C@@H:2]([OH:9])[C:3]1[CH:8]=[CH:7][CH:6]=[CH:5][CH:4]=1. (2) Given the product [Cl:31][C:29]1[CH:28]=[N:27][C:8]2=[N:9][C:10]([N:11]3[CH2:19][CH:18]4[CH:13]([N:14]([C:20]([O:22][C:23]([CH3:26])([CH3:25])[CH3:24])=[O:21])[CH2:15][CH2:16][CH2:17]4)[CH2:12]3)=[C:5]([NH:2][NH2:3])[N:6]=[C:7]2[CH:30]=1, predict the reactants needed to synthesize it. The reactants are: O.[NH2:2][NH2:3].Cl[C:5]1[N:6]=[C:7]2[CH:30]=[C:29]([Cl:31])[CH:28]=[N:27][C:8]2=[N:9][C:10]=1[N:11]1[CH2:19][CH:18]2[CH:13]([N:14]([C:20]([O:22][C:23]([CH3:26])([CH3:25])[CH3:24])=[O:21])[CH2:15][CH2:16][CH2:17]2)[CH2:12]1.CCO.